This data is from Full USPTO retrosynthesis dataset with 1.9M reactions from patents (1976-2016). The task is: Predict the reactants needed to synthesize the given product. (1) Given the product [CH3:1][O:2][C:3]1[C:8]2[N:9]=[C:10]([NH:12][C:13]([C:15]3[S:16][C:17]([CH3:20])=[CH:18][CH:19]=3)=[O:14])[S:11][C:7]=2[C:6]([C:27]2[CH:26]=[CH:25][N:24]=[C:23]([CH3:22])[CH:28]=2)=[CH:5][CH:4]=1, predict the reactants needed to synthesize it. The reactants are: [CH3:1][O:2][C:3]1[C:8]2[N:9]=[C:10]([NH:12][C:13]([C:15]3[S:16][C:17]([CH3:20])=[CH:18][CH:19]=3)=[O:14])[S:11][C:7]=2[C:6](I)=[CH:5][CH:4]=1.[CH3:22][C:23]1[CH:28]=[C:27]([Sn](C)(C)C)[CH:26]=[CH:25][N:24]=1. (2) The reactants are: C([O:3][C:4](=[O:42])[C:5]([CH3:41])([O:7][C:8]1[CH:13]=[CH:12][C:11]([CH2:14][N:15]([C:24]2[S:28][C:27]([C:29]3[CH:34]=[CH:33][C:32]([C:35]([F:38])([F:37])[F:36])=[CH:31][CH:30]=3)=[N:26][C:25]=2[CH3:39])[CH2:16][C:17]2[CH:22]=[CH:21][CH:20]=[CH:19][C:18]=2[F:23])=[CH:10][C:9]=1[CH3:40])[CH3:6])C.[OH-].[Na+]. Given the product [CH3:41][C:5]([O:7][C:8]1[CH:13]=[CH:12][C:11]([CH2:14][N:15]([C:24]2[S:28][C:27]([C:29]3[CH:30]=[CH:31][C:32]([C:35]([F:37])([F:38])[F:36])=[CH:33][CH:34]=3)=[N:26][C:25]=2[CH3:39])[CH2:16][C:17]2[CH:22]=[CH:21][CH:20]=[CH:19][C:18]=2[F:23])=[CH:10][C:9]=1[CH3:40])([CH3:6])[C:4]([OH:42])=[O:3], predict the reactants needed to synthesize it. (3) Given the product [C:1]([Si:5]([O:6][CH2:7][C:8]1[CH:13]=[CH:12][C:11]([C:14]#[CH:15])=[CH:10][CH:9]=1)([CH3:21])[CH3:20])([CH3:4])([CH3:3])[CH3:2], predict the reactants needed to synthesize it. The reactants are: [C:1]([Si:5]([CH3:21])([CH3:20])[O:6][CH2:7][C:8]1[CH:13]=[CH:12][C:11]([C:14]#[C:15][Si](C)(C)C)=[CH:10][CH:9]=1)([CH3:4])([CH3:3])[CH3:2].C(=O)([O-])[O-].[K+].[K+].S([O-])([O-])(=O)=O.[Mg+2]. (4) Given the product [C:50]([C:48]1[CH:49]=[C:45]([NH:44][C:43]([NH:32][C@@H:25]2[C:26]3[C:31](=[CH:30][CH:29]=[CH:28][CH:27]=3)[C@H:22]([O:21][C:18]3[CH:19]=[CH:20][C:15]4[N:16]([C:12]([N:8]5[CH2:9][CH2:10][CH2:11][C@H:6]([O:5][Si:4]([CH:1]([CH3:3])[CH3:2])([CH:33]([CH3:35])[CH3:34])[CH:36]([CH3:38])[CH3:37])[CH2:7]5)=[N:13][N:14]=4)[CH:17]=3)[CH2:23][CH2:24]2)=[O:42])[N:46]([C:54]2[CH:59]=[CH:58][C:57]([CH3:60])=[CH:56][CH:55]=2)[N:47]=1)([CH3:53])([CH3:51])[CH3:52], predict the reactants needed to synthesize it. The reactants are: [CH:1]([Si:4]([CH:36]([CH3:38])[CH3:37])([CH:33]([CH3:35])[CH3:34])[O:5][C@H:6]1[CH2:11][CH2:10][CH2:9][N:8]([C:12]2[N:16]3[CH:17]=[C:18]([O:21][C@H:22]4[C:31]5[C:26](=[CH:27][CH:28]=[CH:29][CH:30]=5)[C@@H:25]([NH2:32])[CH2:24][CH2:23]4)[CH:19]=[CH:20][C:15]3=[N:14][N:13]=2)[CH2:7]1)([CH3:3])[CH3:2].ClC(Cl)(Cl)C[O:42][C:43](=O)[NH:44][C:45]1[N:46]([C:54]2[CH:59]=[CH:58][C:57]([CH3:60])=[CH:56][CH:55]=2)[N:47]=[C:48]([C:50]([CH3:53])([CH3:52])[CH3:51])[CH:49]=1.CCN(C(C)C)C(C)C. (5) Given the product [N:9]1[CH:10]=[CH:11][CH:12]=[CH:13][C:8]=1[C:7]#[C:6][CH2:5][CH2:4][CH2:3][CH2:2][N:15]1[N:16]=[CH:17][C:18]2[C:23](=[CH:22][CH:21]=[CH:20][CH:19]=2)[C:14]1=[O:24], predict the reactants needed to synthesize it. The reactants are: Br[CH2:2][CH2:3][CH2:4][CH2:5][C:6]#[C:7][C:8]1[CH:13]=[CH:12][CH:11]=[CH:10][N:9]=1.[C:14]1(=[O:24])[C:23]2[C:18](=[CH:19][CH:20]=[CH:21][CH:22]=2)[CH:17]=[N:16][NH:15]1.